This data is from Experimentally validated miRNA-target interactions with 360,000+ pairs, plus equal number of negative samples. The task is: Binary Classification. Given a miRNA mature sequence and a target amino acid sequence, predict their likelihood of interaction. (1) The miRNA is cel-miR-229-5p with sequence AAUGACACUGGUUAUCUUUUCCAUCG. The protein sequence of the target gene is MAAVVAKREGPPFISEAAVRGNAAVLDYCRTSVSALSGATAGILGLTGLYGFIFYLLASVLLSLLLILKAGRRWNKYFKSRRPLFTGGLIGGLFTYVLFWTFLYGMVHVY. Result: 0 (no interaction). (2) The miRNA is hsa-miR-6788-5p with sequence CUGGGAGAAGAGUGGUGAAGA. The protein sequence of the target gene is MAEGNNKEEVIHLNNFPCHRGKEWMAVREGPITISDSSDEEGIPMLVTPATEQQEDDLDDDVILTEDDSEDEYGGFLDLESGKKEGEAKPGPSSKQTADDIVNPRLEQKVIILGENGLLFPESEPLEVQNQSSEDSETELLSNPGEPAASVDDQLIGEEYWLDHPYFQAPNPQPQERTNQVVPQERHSESEMGPMFFRHDFPEPAFPRPEPQQEGIPGPASPQPAHPLGELEDQQLAIDEDPGPAFPLSGPQEANLANMWEQEAAEVDQDLIPLLVKETEARFPDVASGYVEEIIHLKNY.... Result: 0 (no interaction). (3) The miRNA is hsa-miR-218-5p with sequence UUGUGCUUGAUCUAACCAUGU. The protein sequence of the target gene is MRRQPAKVAALLLGLLLECTEAKKHCWYFEGLYPTYYICRSYEDCCGSRCCVRALSIQRLWYFWFLLMMGVLFCCGAGFFIRRRMYPPPLIEEPAFNVSYTRQPPNPGPGAQQPGPPYYTDPGGPGMNPVGNSMAMAFQVPPNSPQGSVACPPPPAYCNTPPPPYEQVVKAK. Result: 1 (interaction). (4) The miRNA is hsa-miR-1-3p with sequence UGGAAUGUAAAGAAGUAUGUAU. The protein sequence of the target gene is MKRKVVNTHKLRLSPNEEAFILKEDYERRRKLRLLQVREQERDIALQIREDIKQRRNQQFTRLAEELRAEWEESQTQKIQNLEKLYLASLRSMGEGHRQAKENEPDLDALAQRAAERKRKADLRHKEALKVQKNQKEILLKQKTWHIKARKEALLVEKERSAKITSLPPPPPTLFENIEVKRISAVKTNSSTYHHLHTFVNRETDTKRPDARLAAEEEAKRLEELQKQAAQERMERFEKAHVRGFQAMKKIHLAQNQEKLMKELKQLQQEDLARRRQTVAQMPPQLVELPYKRSEMKEDW.... Result: 1 (interaction). (5) The miRNA is mmu-miR-882 with sequence AGGAGAGAGUUAGCGCAUUAGU. The protein sequence of the target gene is MGEEATAVAAAGVRPELVREAEVSLLECKVCFERFGHWQQRRPRNLPCGHVVCLACVAALAHPRTLGLECPFCRRACRACDTSDCLPVLHLLELLGSTLHASPAALSAAPFAPGTLTCYHAFGGWGTLVNPTGLALCPKTGRVVVVHDGKRRVKIFDSGGGGAHQFGEKGDAAHDVKYPLDVAVTNDCHVVVTDAGDCSLKVFDFFGQIKLVVGKQFSLPWGVEITPHNGVLVTDAEAGTLHLLEADFPEGVLRRIERLQAHLCSPRGLAVSWLTGAIAVLEHPCAFGRTGCNNTRVKVF.... Result: 1 (interaction). (6) The miRNA is hsa-miR-4472 with sequence GGUGGGGGGUGUUGUUUU. The protein sequence of the target gene is MADLSLADALTEPSPDIEGEIKRDFIATLEAEAFDDVVGETVGKTDYIPLLDVDEKTGNSESKKKPCSETSQIEDTPSSKPTLLANGGHGVEGSDTTGSPTEFLEEKMAYQEYPNSQNWPEDTNFCFQPEQVVDPIQTDPFKMYHDDDLADLVFPSSATADTSIFAGQNDPLKDSYGMSPCNTAVVPQGWSVEALNSPHSESFVSPEAVAEPPQPTAVPLELAKEIEMASEERPPAQALEIMMGLKTTDMAPSKETEMALAKDMALATKTEVALAKDMESPTKLDVTLAKDMQPSMESDM.... Result: 1 (interaction). (7) The miRNA is hsa-miR-129-5p with sequence CUUUUUGCGGUCUGGGCUUGC. The protein sequence of the target gene is MEKTDAKDQSSQGDEEKDPPKSHPYSVETPYGFHLDLDFLKYVDDIEKGNTIKRIPIHRRAKQAKFSTLPRNFSLPDSGARPPAAPPLQNWSPVVPREASLGTQEQNQSPPLGNAPQASTSRSEVSYHRKALLAEATRQLEAAEPEDAELTFGSGRPQLLRASSMPATLLHSRASEEPGLSLGPPAPPALPPLQGEGSVCDGTFEPAEGLAGFHSSSPRASTRIPELVQEGAEPPEGVVKVPNHLPLPGPPFSFQNVLVVLEDKEDEHNAREAEVLFTPGSPTPSPPPLPSPIPENELLL.... Result: 1 (interaction). (8) The miRNA is hsa-miR-3910 with sequence AAAGGCAUAAAACCAAGACA. The protein sequence of the target gene is MAAAALRDPAQGCVTFEDVTIYFSQEEWVLLDEAQRLLYCDVMLENFALIASLGLISFRSHIVSQLEMGKEPWVPDSVDMTSAMARGAYGRPGSDFCHGTEGKDLPSEHNVSVEGVAQDRSPEATLCPQKTCPCDICGLRLKDILHLAEHQTTHPRQKPFVCEAYVKGSEFSANLPRKQVQQNVHNPIRTEEGQASPVKTCRDHTSDQLSTCREGGKDFVATAGFLQCEVTPSDGEPHEATEGVVDFHIALRHNKCCESGDAFNNKSTLVQHQRIHSRERPYECSKCGIFFTYAADLTQH.... Result: 0 (no interaction). (9) The miRNA is hsa-miR-6735-5p with sequence CAGGGCAGAGGGCACAGGAAUCUGA. The protein sequence of the target gene is MGNTVHRTLPDPSPPARLLATRPCCGPGPERRPVLGEAPRFHAQAKGKNVRLDGHSRRATRRNSFCNGVTFTQRPIRLYEQVRLRLVAVRPGWSGALRFGFTAHDPSLMSAQDIPKYACPDLVTRPGYWAKALPENLALRDTVLAYWADRHGRVFYSVNDGEPVLFHCGVAVGGPLWALIDVYGITDEVQLLESAFADTLTPARLSQARFSACLPPSSHDAANFDNNELENNQVVAKLGHLALGRAPGPPPADAAAAAIPCGPRERPRPASSPALLEADLRFHATRGPDVSLSADRKVAC.... Result: 0 (no interaction). (10) The protein sequence of the target gene is MSLLSLSWLGLRPVAASPWLLLLVVGASWLLARILAWTYAFYHNGRRLRCFPQPRKQNWFLGHLGLVTPTEEGLRVLTQLVATYPQGFVRWLGPITPIINLCHPDIVRSVINTSDAITDKDIVFYKTLKPWLGDGLLLSVGDKWRHHRRLLTPAFHFNILKPYIKIFSKSANIMHAKWQRLAMEGSTCLDVFEHISLMTLDSLQKCIFSFDSNCQEKPSEYITAIMELSALVVKRNNQFFRYKDFLYFLTPCGRRFHRACRLVHDFTDAVIQERRRTLTSQGVDDFLQAKAKSKTLDFID.... Result: 0 (no interaction). The miRNA is hsa-miR-6771-5p with sequence CUCGGGAGGGCAUGGGCCAGGC.